Task: Predict the reaction yield, written as a fraction of the theoretical maximum amount of product (1.0 means a 100% yield; for example, 0.34 means a 34% yield).. Dataset: Reaction yield outcomes from USPTO patents with 853,638 reactions (1) The reactants are [Cl:1][C:2]1[C:7]2[CH2:8][NH:9][C:10](=[O:11])[C:6]=2[CH:5]=[C:4]([CH3:12])[N:3]=1.Cl[CH2:14][C:15]1[CH:16]=[C:17]([CH3:27])[C:18]([O:21][CH2:22][C:23]([F:26])([F:25])[F:24])=[N:19][CH:20]=1.[H-].[Na+].O. The catalyst is CC(N(C)C)=O. The product is [Cl:1][C:2]1[C:7]2[CH2:8][N:9]([CH2:14][C:15]3[CH:20]=[N:19][C:18]([O:21][CH2:22][C:23]([F:26])([F:25])[F:24])=[C:17]([CH3:27])[CH:16]=3)[C:10](=[O:11])[C:6]=2[CH:5]=[C:4]([CH3:12])[N:3]=1. The yield is 0.340. (2) The reactants are I[C:2]1[CH:7]=[CH:6][C:5]([CH2:8][C:9]([O:11][CH3:12])=[O:10])=[CH:4][CH:3]=1.[CH3:13][Si:14]([C:17]#[CH:18])([CH3:16])[CH3:15]. The catalyst is CC#N.C1C=CC([P]([Pd]([P](C2C=CC=CC=2)(C2C=CC=CC=2)C2C=CC=CC=2)([P](C2C=CC=CC=2)(C2C=CC=CC=2)C2C=CC=CC=2)[P](C2C=CC=CC=2)(C2C=CC=CC=2)C2C=CC=CC=2)(C2C=CC=CC=2)C2C=CC=CC=2)=CC=1.[Cu]I. The product is [CH3:13][Si:14]([CH3:16])([CH3:15])[C:17]#[C:18][C:2]1[CH:7]=[CH:6][C:5]([CH2:8][C:9]([O:11][CH3:12])=[O:10])=[CH:4][CH:3]=1. The yield is 0.930. (3) The reactants are [NH2:1][CH2:2][CH:3]([CH2:10][CH2:11][CH3:12])[CH2:4][C:5]([O:7]CC)=O.[OH:13][CH2:14][C:15](=[CH2:21])[C:16]([O:18][CH2:19][CH3:20])=[O:17].CCN(CC)CC. The catalyst is CCO.C1COCC1. The product is [OH:13][CH2:14][CH:15]([CH2:21][N:1]1[CH2:2][CH:3]([CH2:10][CH2:11][CH3:12])[CH2:4][C:5]1=[O:7])[C:16]([O:18][CH2:19][CH3:20])=[O:17]. The yield is 0.370. (4) The product is [OH:30][C:26]1[CH:25]=[C:24]([CH2:23][C@H:9]([NH:8][C:6]([O:5][C:1]([CH3:4])([CH3:3])[CH3:2])=[O:7])[C:10]([O:12][C@H:13]([CH3:22])[C@H:14]([O:16][C:17](=[O:21])[CH:18]([CH3:19])[CH3:20])[CH3:15])=[O:11])[CH:33]=[CH:32][C:27]=1[OH:28]. The reactants are [C:1]([O:5][C:6]([NH:8][C@@H:9]([CH2:23][C:24]1[CH:33]=[CH:32][C:27]2[O:28]C(=O)[O:30][C:26]=2[CH:25]=1)[C:10]([O:12][C@H:13]([CH3:22])[C@H:14]([O:16][C:17](=[O:21])[CH:18]([CH3:20])[CH3:19])[CH3:15])=[O:11])=[O:7])([CH3:4])([CH3:3])[CH3:2]. The catalyst is C(=O)(O)[O-].[Na+].C(#N)C. The yield is 1.00. (5) The reactants are N1C=CN=C1.[Si:6](Cl)([C:9]([CH3:12])([CH3:11])[CH3:10])([CH3:8])[CH3:7].[OH:14][CH2:15][CH2:16][C:17]#[N:18]. The catalyst is CN(C=O)C. The product is [Si:6]([O:14][CH2:15][CH2:16][C:17]#[N:18])([C:9]([CH3:12])([CH3:11])[CH3:10])([CH3:8])[CH3:7]. The yield is 0.750. (6) The reactants are FC(F)(F)C(O)=O.[CH:8]1([C:14]2[C:15]3[CH:16]=[CH:17][C:18]([C:38]([O:40]C(C)(C)C)=[O:39])=[CH:19][C:20]=3[N:21]3[CH2:27][C:26]([C:28]([O:30][CH3:31])=[O:29])=[CH:25][C:24]4[CH:32]=[C:33]([O:36][CH3:37])[CH:34]=[CH:35][C:23]=4[C:22]=23)[CH2:13][CH2:12][CH2:11][CH2:10][CH2:9]1. The catalyst is ClC(Cl)C. The product is [CH:8]1([C:14]2[C:15]3[CH:16]=[CH:17][C:18]([C:38]([OH:40])=[O:39])=[CH:19][C:20]=3[N:21]3[CH2:27][C:26]([C:28]([O:30][CH3:31])=[O:29])=[CH:25][C:24]4[CH:32]=[C:33]([O:36][CH3:37])[CH:34]=[CH:35][C:23]=4[C:22]=23)[CH2:13][CH2:12][CH2:11][CH2:10][CH2:9]1. The yield is 0.940.